Dataset: Reaction yield outcomes from USPTO patents with 853,638 reactions. Task: Predict the reaction yield, written as a fraction of the theoretical maximum amount of product (1.0 means a 100% yield; for example, 0.34 means a 34% yield). (1) The reactants are [CH3:1][N:2]1[CH:6]=[C:5]([NH2:7])[N:4]=[CH:3]1.Br[C:9]1[C:10](=[O:17])[N:11]([CH3:16])[CH:12]=[C:13]([Br:15])[CH:14]=1.CC1(C)C2C(=C(P(C3C=CC=CC=3)C3C=CC=CC=3)C=CC=2)OC2C(P(C3C=CC=CC=3)C3C=CC=CC=3)=CC=CC1=2.C(=O)([O-])[O-].[Cs+].[Cs+]. The catalyst is C1C=CC(/C=C/C(/C=C/C2C=CC=CC=2)=O)=CC=1.C1C=CC(/C=C/C(/C=C/C2C=CC=CC=2)=O)=CC=1.C1C=CC(/C=C/C(/C=C/C2C=CC=CC=2)=O)=CC=1.[Pd].[Pd].O1CCOCC1. The product is [Br:15][C:13]1[CH:14]=[C:9]([NH:7][C:5]2[N:4]=[CH:3][N:2]([CH3:1])[CH:6]=2)[C:10](=[O:17])[N:11]([CH3:16])[CH:12]=1. The yield is 0.760. (2) The reactants are [Cl:1][C:2]1[N:11]=[C:10]([N:12]2[CH2:16][CH2:15][C@H:14]([NH:17][C:18](=[O:24])[O:19][C:20]([CH3:23])([CH3:22])[CH3:21])[CH2:13]2)[C:9]2[C:4](=[CH:5][CH:6]=[CH:7][CH:8]=2)[N:3]=1.Br[CH2:26][CH2:27][CH2:28][CH3:29]. No catalyst specified. The product is [CH2:26]([N:17]([C@H:14]1[CH2:15][CH2:16][N:12]([C:10]2[C:9]3[C:4](=[CH:5][CH:6]=[CH:7][CH:8]=3)[N:3]=[C:2]([Cl:1])[N:11]=2)[CH2:13]1)[C:18](=[O:24])[O:19][C:20]([CH3:21])([CH3:23])[CH3:22])[CH2:27][CH2:28][CH3:29]. The yield is 0.500.